Dataset: Full USPTO retrosynthesis dataset with 1.9M reactions from patents (1976-2016). Task: Predict the reactants needed to synthesize the given product. (1) Given the product [N+:19]([C:16]1[CH:17]=[CH:18][C:13]([CH2:12][O:11][C:9]([NH:5][C:3](=[N:4][C:9]([O:11][CH2:12][C:13]2[CH:14]=[CH:15][C:16]([N+:19]([O-:21])=[O:20])=[CH:17][CH:18]=2)=[O:6])[S:2][CH3:1])=[O:10])=[CH:14][CH:15]=1)([O-:21])=[O:20], predict the reactants needed to synthesize it. The reactants are: [CH3:1][S:2][C:3](=[NH:5])[NH2:4].[OH-:6].[Na+].Cl[C:9]([O:11][CH2:12][C:13]1[CH:18]=[CH:17][C:16]([N+:19]([O-:21])=[O:20])=[CH:15][CH:14]=1)=[O:10]. (2) The reactants are: [CH3:1][N:2]1[C:6]([CH:7]2[O:13][CH2:12][CH2:11][C:10](=[O:14])[CH2:9][CH2:8]2)=[C:5]([N+:15]([O-:17])=[O:16])[CH:4]=[N:3]1.[BH4-].[Na+]. Given the product [CH3:1][N:2]1[C:6]([CH:7]2[O:13][CH2:12][CH2:11][CH:10]([OH:14])[CH2:9][CH2:8]2)=[C:5]([N+:15]([O-:17])=[O:16])[CH:4]=[N:3]1, predict the reactants needed to synthesize it.